This data is from Forward reaction prediction with 1.9M reactions from USPTO patents (1976-2016). The task is: Predict the product of the given reaction. (1) The product is: [CH3:12][C:10]1[O:11][C:7]2[CH:6]=[C:5]([CH2:3][OH:2])[CH:14]=[CH:13][C:8]=2[N:9]=1. Given the reactants C[O:2][C:3]([C:5]1[CH:14]=[CH:13][C:8]2[N:9]=[C:10]([CH3:12])[O:11][C:7]=2[CH:6]=1)=O.[H-].[Al+3].[Li+].[H-].[H-].[H-].O.[OH-].[Na+], predict the reaction product. (2) Given the reactants C(O)(=O)C.[C:5]([OH:16])(=[O:15])[C:6]1[CH:14]=[CH:13][C:11]([OH:12])=[C:8]([O:9][CH3:10])[CH:7]=1.[N+:17]([O-])([OH:19])=[O:18], predict the reaction product. The product is: [OH:12][C:11]1[C:8]([O:9][CH3:10])=[CH:7][C:6]([C:5]([OH:16])=[O:15])=[CH:14][C:13]=1[N+:17]([O-:19])=[O:18]. (3) Given the reactants [Cl:1][C:2]1[CH:7]=[CH:6][CH:5]=[C:4]([Cl:8])[C:3]=1[CH2:9][OH:10].O[C:12]1[CH:17]=[CH:16][C:15]2[C:18]3([CH2:33][O:34][C:14]=2[CH:13]=1)[CH2:23][CH2:22][N:21]([CH2:24][CH2:25][C:26]([O:28][C:29]([CH3:32])([CH3:31])[CH3:30])=[O:27])[CH2:20][CH2:19]3.C1(P(C2C=CC=CC=2)C2C=CC=CC=2)C=CC=CC=1.CC(OC(/N=N/C(OC(C)C)=O)=O)C.Cl.C(O)C, predict the reaction product. The product is: [Cl:1][C:2]1[CH:7]=[CH:6][CH:5]=[C:4]([Cl:8])[C:3]=1[CH2:9][O:10][C:12]1[CH:17]=[CH:16][C:15]2[C:18]3([CH2:33][O:34][C:14]=2[CH:13]=1)[CH2:23][CH2:22][N:21]([CH2:24][CH2:25][C:26]([O:28][C:29]([CH3:30])([CH3:31])[CH3:32])=[O:27])[CH2:20][CH2:19]3. (4) Given the reactants [Br:1][C:2]1[CH:7]=[CH:6][C:5]([CH2:8][CH2:9][I:10])=[C:4](C)[CH:3]=1.BrC1C=CC(CCO)=C([F:22])C=1, predict the reaction product. The product is: [Br:1][C:2]1[CH:7]=[CH:6][C:5]([CH2:8][CH2:9][I:10])=[C:4]([F:22])[CH:3]=1.